From a dataset of NCI-60 drug combinations with 297,098 pairs across 59 cell lines. Regression. Given two drug SMILES strings and cell line genomic features, predict the synergy score measuring deviation from expected non-interaction effect. Drug 1: CN1CCC(CC1)COC2=C(C=C3C(=C2)N=CN=C3NC4=C(C=C(C=C4)Br)F)OC. Drug 2: CC(C)(C#N)C1=CC(=CC(=C1)CN2C=NC=N2)C(C)(C)C#N. Cell line: CCRF-CEM. Synergy scores: CSS=-1.78, Synergy_ZIP=-0.662, Synergy_Bliss=-3.26, Synergy_Loewe=-3.28, Synergy_HSA=-3.82.